Dataset: Full USPTO retrosynthesis dataset with 1.9M reactions from patents (1976-2016). Task: Predict the reactants needed to synthesize the given product. Given the product [C:10]([N:9]1[C:3]2[C:4]([Br:8])=[CH:5][CH:6]=[CH:7][C:2]=2[NH:1][C:13]1=[O:14])(=[O:12])[CH3:11], predict the reactants needed to synthesize it. The reactants are: [NH2:1][C:2]1[CH:7]=[CH:6][CH:5]=[C:4]([Br:8])[C:3]=1[NH:9][C:10](=[O:12])[CH3:11].[C:13](Cl)(Cl)=[O:14].